From a dataset of Peptide-MHC class II binding affinity with 134,281 pairs from IEDB. Regression. Given a peptide amino acid sequence and an MHC pseudo amino acid sequence, predict their binding affinity value. This is MHC class II binding data. (1) The peptide sequence is ASAAIFGHDGTVWAQ. The MHC is DRB1_0802 with pseudo-sequence DRB1_0802. The binding affinity (normalized) is 0.269. (2) The peptide sequence is SRCYSIYLSINGVLE. The MHC is DRB1_1101 with pseudo-sequence DRB1_1101. The binding affinity (normalized) is 0.395.